Dataset: Peptide-MHC class I binding affinity with 185,985 pairs from IEDB/IMGT. Task: Regression. Given a peptide amino acid sequence and an MHC pseudo amino acid sequence, predict their binding affinity value. This is MHC class I binding data. (1) The peptide sequence is FAANPNSQV. The MHC is HLA-B15:01 with pseudo-sequence HLA-B15:01. The binding affinity (normalized) is 0.0847. (2) The peptide sequence is MACHRVLTY. The MHC is HLA-B07:02 with pseudo-sequence HLA-B07:02. The binding affinity (normalized) is 0.0847. (3) The peptide sequence is DIVRVFNEY. The MHC is HLA-A02:19 with pseudo-sequence HLA-A02:19. The binding affinity (normalized) is 0.0847.